This data is from KCNQ2 potassium channel screen with 302,405 compounds. The task is: Binary Classification. Given a drug SMILES string, predict its activity (active/inactive) in a high-throughput screening assay against a specified biological target. The molecule is S(c1n(CC2Oc3c(OC2)cccc3)c(=O)c2c(n1)cccc2)CC(=O)N(CCC)CCC. The result is 0 (inactive).